This data is from Forward reaction prediction with 1.9M reactions from USPTO patents (1976-2016). The task is: Predict the product of the given reaction. (1) Given the reactants S(Cl)([Cl:3])=O.[Br:5][C:6]1[CH:18]=[CH:17][C:16]2[C:15]3[C:10](=[CH:11][CH:12]=[CH:13][CH:14]=3)[CH:9]([CH:19]3[C:31]4[CH:30]=[C:29]([C:32]([OH:34])=O)[CH:28]=[CH:27][C:26]=4[C:25]4[C:20]3=[CH:21][CH:22]=[CH:23][CH:24]=4)[C:8]=2[CH:7]=1, predict the reaction product. The product is: [Br:5][C:6]1[CH:18]=[CH:17][C:16]2[C:15]3[C:10](=[CH:11][CH:12]=[CH:13][CH:14]=3)[CH:9]([CH:19]3[C:31]4[CH:30]=[C:29]([C:32]([Cl:3])=[O:34])[CH:28]=[CH:27][C:26]=4[C:25]4[C:20]3=[CH:21][CH:22]=[CH:23][CH:24]=4)[C:8]=2[CH:7]=1. (2) Given the reactants [C-]#N.[Na+].C1N2CC[N:6](CC2)[CH2:5]1.[Cl:12][C:13]1[N:18]=[C:17](S(C)(=O)=O)[N:16]=[C:15]([N:23]2[CH2:28][CH2:27][O:26][CH2:25][CH2:24]2)[CH:14]=1, predict the reaction product. The product is: [Cl:12][C:13]1[CH:14]=[C:15]([N:23]2[CH2:28][CH2:27][O:26][CH2:25][CH2:24]2)[N:16]=[C:17]([C:5]#[N:6])[N:18]=1.